From a dataset of Forward reaction prediction with 1.9M reactions from USPTO patents (1976-2016). Predict the product of the given reaction. (1) Given the reactants C([O:8][C:9]1[CH:10]=[C:11]2[C:15](=[CH:16][CH:17]=1)[N:14]([CH2:18][C:19]1[CH:24]=[CH:23][C:22]([O:25][CH2:26][CH2:27][CH2:28][N:29]3[CH2:34][CH2:33][CH2:32][CH2:31][CH2:30]3)=[CH:21][CH:20]=1)[C:13]([C:35]1[CH:40]=[CH:39][C:38]([O:41]CC3C=CC=CC=3)=[CH:37][CH:36]=1)=[C:12]2[CH3:49])C1C=CC=CC=1.C1CCC=CC=1, predict the reaction product. The product is: [OH:41][C:38]1[CH:39]=[CH:40][C:35]([C:13]2[N:14]([CH2:18][C:19]3[CH:24]=[CH:23][C:22]([O:25][CH2:26][CH2:27][CH2:28][N:29]4[CH2:30][CH2:31][CH2:32][CH2:33][CH2:34]4)=[CH:21][CH:20]=3)[C:15]3[C:11]([C:12]=2[CH3:49])=[CH:10][C:9]([OH:8])=[CH:17][CH:16]=3)=[CH:36][CH:37]=1. (2) Given the reactants [F:1][C:2]1[CH:37]=[C:36]([NH:38][S:39]([C:42]2[CH:47]=[CH:46][C:45]([N:48]3[CH:52]=[CH:51][CH:50]=[CH:49]3)=[CH:44][CH:43]=2)(=[O:41])=[O:40])[CH:35]=[C:34]([F:53])[C:3]=1[C:4]([NH:6][C@H:7]([C:28]([O:30]C(C)C)=[O:29])[CH2:8][C:9]1[CH:14]=[CH:13][C:12]([N:15]2[C:23](=[O:24])[C:22]3[N:21]([CH3:25])[CH:20]=[N:19][C:18]=3[N:17]([CH3:26])[C:16]2=[O:27])=[CH:11][CH:10]=1)=[O:5].Cl.O1CCOCC1, predict the reaction product. The product is: [F:1][C:2]1[CH:37]=[C:36]([NH:38][S:39]([C:42]2[CH:43]=[CH:44][C:45]([N:48]3[CH:52]=[CH:51][CH:50]=[CH:49]3)=[CH:46][CH:47]=2)(=[O:41])=[O:40])[CH:35]=[C:34]([F:53])[C:3]=1[C:4]([NH:6][C@H:7]([C:28]([OH:30])=[O:29])[CH2:8][C:9]1[CH:10]=[CH:11][C:12]([N:15]2[C:23](=[O:24])[C:22]3[N:21]([CH3:25])[CH:20]=[N:19][C:18]=3[N:17]([CH3:26])[C:16]2=[O:27])=[CH:13][CH:14]=1)=[O:5]. (3) Given the reactants [Cl:1][C:2]1[CH:3]=[C:4]([O:13][CH3:14])[C:5]([O:11][CH3:12])=[C:6]([C:8](=O)[CH3:9])[CH:7]=1.C([O-])(=O)C.[NH4+].C([BH3-])#[N:21].[Na+].Cl, predict the reaction product. The product is: [Cl:1][C:2]1[CH:3]=[C:4]([O:13][CH3:14])[C:5]([O:11][CH3:12])=[C:6]([CH:8]([NH2:21])[CH3:9])[CH:7]=1. (4) Given the reactants [Br:1][C:2]1[CH:3]=[C:4]([N+:25]([O-])=O)[C:5]([N:8]2[CH2:13][CH2:12][CH:11]([CH2:14][C:15]([N:17]3[CH2:23][CH2:22][CH2:21][N:20]([CH3:24])[CH2:19][CH2:18]3)=[O:16])[CH2:10][CH2:9]2)=[N:6][CH:7]=1.[OH-].[K+].S(S([O-])=O)([O-])=O.[Na+].[Na+].Cl, predict the reaction product. The product is: [NH2:25][C:4]1[C:5]([N:8]2[CH2:9][CH2:10][CH:11]([CH2:14][C:15]([N:17]3[CH2:23][CH2:22][CH2:21][N:20]([CH3:24])[CH2:19][CH2:18]3)=[O:16])[CH2:12][CH2:13]2)=[N:6][CH:7]=[C:2]([Br:1])[CH:3]=1. (5) The product is: [Cl:10][C:6]1[C:3]([CH:4]=[O:5])=[C:2]([CH3:11])[N:9]=[CH:8][CH:7]=1. Given the reactants Cl[C:2]1[N:9]=[CH:8][CH:7]=[C:6]([Cl:10])[C:3]=1[CH:4]=[O:5].[CH3:11]B1OB(C)OB(C)O1.C([O-])([O-])=O.[Cs+].[Cs+], predict the reaction product. (6) Given the reactants [N+:1]([C:4]1[CH:5]=[CH:6][CH:7]=[C:8]2[C:12]=1[NH:11][CH:10]=[CH:9]2)([O-])=O.[C:13](Cl)(=[O:17])[C:14](Cl)=[O:15].CCN(C(C)C)C(C)C.[N+:28](C1C=CC=C2C=1NC=C2C(=O)C(Cl)=O)([O-:30])=[O:29], predict the reaction product. The product is: [O:15]=[CH:14][C:13]([NH-:1])=[O:17].[N+:28]([C:10]1[NH:11][C:12]2[C:8]([CH:9]=1)=[CH:7][CH:6]=[CH:5][CH:4]=2)([O-:30])=[O:29].